This data is from Forward reaction prediction with 1.9M reactions from USPTO patents (1976-2016). The task is: Predict the product of the given reaction. (1) Given the reactants [N+:1]([C:4]1[CH:5]=[C:6]2[C:10](=[CH:11][CH:12]=1)[NH:9][N:8]=[CH:7]2)([O-:3])=[O:2].[N+:13]([O-])([OH:15])=[O:14].CC(OC(C)=O)=O, predict the reaction product. The product is: [N+:13]([N:8]1[CH:7]=[C:6]2[C:10]([CH:11]=[CH:12][C:4]([N+:1]([O-:3])=[O:2])=[CH:5]2)=[N:9]1)([O-:15])=[O:14]. (2) Given the reactants [CH3:1][O:2][C@H:3]([CH2:7][C:8]([OH:10])=[O:9])[C:4]([OH:6])=O.C(Cl)(=O)C, predict the reaction product. The product is: [CH3:1][O:2][C@@H:3]1[CH2:7][C:8](=[O:9])[O:10][C:4]1=[O:6]. (3) Given the reactants [H-].[Na+].[Cl:3][C:4]1[CH:9]=[CH:8][C:7]([C:10]2[CH2:14][C:13]([C:19]3[CH:24]=[C:23]([Cl:25])[CH:22]=[C:21]([Cl:26])[CH:20]=3)([C:15]([F:18])([F:17])[F:16])[O:12][N:11]=2)=[CH:6][C:5]=1[NH:27][C:28](=[O:34])[O:29][C:30]([CH3:33])([CH3:32])[CH3:31].C1(P(O[NH2:50])(C2C=CC=CC=2)=O)C=CC=CC=1.O, predict the reaction product. The product is: [Cl:3][C:4]1[CH:9]=[CH:8][C:7]([C:10]2[CH2:14][C:13]([C:19]3[CH:24]=[C:23]([Cl:25])[CH:22]=[C:21]([Cl:26])[CH:20]=3)([C:15]([F:18])([F:17])[F:16])[O:12][N:11]=2)=[CH:6][C:5]=1[N:27]([NH2:50])[C:28]([O:29][C:30]([CH3:31])([CH3:33])[CH3:32])=[O:34]. (4) Given the reactants [OH-].[Na+].C[O:4][C:5](=[O:21])[C:6]1[CH:11]=[CH:10][CH:9]=[C:8]([O:12][CH2:13][CH2:14][N:15]2[CH2:20][CH2:19][O:18][CH2:17][CH2:16]2)[CH:7]=1, predict the reaction product. The product is: [N:15]1([CH2:14][CH2:13][O:12][C:8]2[CH:7]=[C:6]([CH:11]=[CH:10][CH:9]=2)[C:5]([OH:21])=[O:4])[CH2:20][CH2:19][O:18][CH2:17][CH2:16]1. (5) Given the reactants C(OC([N:8]1[CH2:17][CH2:16][C:15]2[C:11](=[C:12](OS(C(F)(F)F)(=O)=O)[N:13]([CH:18]([CH3:20])[CH3:19])[N:14]=2)[CH2:10][CH2:9]1)=O)(C)(C)C.[CH3:29][C:30]1[CH:35]=[CH:34][C:33](B(O)O)=[CH:32][CH:31]=1, predict the reaction product. The product is: [CH:18]([N:13]1[C:12]([C:33]2[CH:34]=[CH:35][C:30]([CH3:29])=[CH:31][CH:32]=2)=[C:11]2[C:15]([CH2:16][CH2:17][NH:8][CH2:9][CH2:10]2)=[N:14]1)([CH3:19])[CH3:20]. (6) Given the reactants [Cl:1][C:2]1[CH:3]=[C:4]([O:30][CH2:31][CH2:32][CH2:33][OH:34])[C:5]2[NH:11][C:10](=[O:12])[C@@H:9]([CH2:13][C:14]([O:16][CH2:17][CH3:18])=[O:15])[O:8][C@H:7]([C:19]3[CH:24]=[CH:23][CH:22]=[C:21]([O:25][CH3:26])[C:20]=3[O:27][CH3:28])[C:6]=2[CH:29]=1.[C:35](Cl)(=[O:37])[CH3:36].P([O-])([O-])([O-])=O, predict the reaction product. The product is: [C:35]([O:34][CH2:33][CH2:32][CH2:31][O:30][C:4]1[C:5]2[NH:11][C:10](=[O:12])[CH:9]([CH2:13][C:14]([O:16][CH2:17][CH3:18])=[O:15])[O:8][CH:7]([C:19]3[CH:24]=[CH:23][CH:22]=[C:21]([O:25][CH3:26])[C:20]=3[O:27][CH3:28])[C:6]=2[CH:29]=[C:2]([Cl:1])[CH:3]=1)(=[O:37])[CH3:36].